This data is from Forward reaction prediction with 1.9M reactions from USPTO patents (1976-2016). The task is: Predict the product of the given reaction. Given the reactants [OH:1][C:2]1[C:3]2[CH:14]=[CH:13][CH:12]=[CH:11][C:4]=2[S:5][C:6]=1[C:7]([O:9][CH3:10])=[O:8].[CH:15](I)([CH3:17])[CH3:16].C(=O)([O-])[O-].[K+].[K+].CN(C)C=O, predict the reaction product. The product is: [CH:15]([O:1][C:2]1[C:3]2[CH:14]=[CH:13][CH:12]=[CH:11][C:4]=2[S:5][C:6]=1[C:7]([O:9][CH3:10])=[O:8])([CH3:17])[CH3:16].